Dataset: Reaction yield outcomes from USPTO patents with 853,638 reactions. Task: Predict the reaction yield, written as a fraction of the theoretical maximum amount of product (1.0 means a 100% yield; for example, 0.34 means a 34% yield). (1) The reactants are [Cl-].O[NH3+:3].[C:4](=[O:7])([O-])[OH:5].[Na+].CS(C)=O.[CH2:13]([C:17]1[N:18]=[C:19]([CH2:49][CH3:50])[N:20]([C:40]2[CH:41]=[CH:42][C:43]3[O:47][CH2:46][CH2:45][C:44]=3[CH:48]=2)[C:21](=[O:39])[C:22]=1[CH2:23][C:24]1[CH:29]=[CH:28][C:27]([C:30]2[C:31]([C:36]#[N:37])=[CH:32][CH:33]=[CH:34][CH:35]=2)=[CH:26][C:25]=1[F:38])[CH2:14][CH2:15][CH3:16]. The catalyst is C(OCC)(=O)C. The product is [CH2:13]([C:17]1[N:18]=[C:19]([CH2:49][CH3:50])[N:20]([C:40]2[CH:41]=[CH:42][C:43]3[O:47][CH2:46][CH2:45][C:44]=3[CH:48]=2)[C:21](=[O:39])[C:22]=1[CH2:23][C:24]1[CH:29]=[CH:28][C:27]([C:30]2[CH:35]=[CH:34][CH:33]=[CH:32][C:31]=2[C:36]2[NH:3][C:4](=[O:7])[O:5][N:37]=2)=[CH:26][C:25]=1[F:38])[CH2:14][CH2:15][CH3:16]. The yield is 0.920. (2) The reactants are CS(O[CH2:6][CH:7]1[CH2:12][CH2:11][N:10]([C:13]([O:15][C:16]([CH3:19])([CH3:18])[CH3:17])=[O:14])[CH2:9][CH2:8]1)(=O)=O.[I-].[K+].[N:22]1[C:26]2[CH:27]=[CH:28][CH:29]=[CH:30][C:25]=2[NH:24][CH:23]=1.[H-].[Na+]. The catalyst is CN(C)C=O.O. The product is [N:22]1([CH2:6][CH:7]2[CH2:12][CH2:11][N:10]([C:13]([O:15][C:16]([CH3:19])([CH3:18])[CH3:17])=[O:14])[CH2:9][CH2:8]2)[C:26]2[CH:27]=[CH:28][CH:29]=[CH:30][C:25]=2[N:24]=[CH:23]1. The yield is 0.820. (3) The reactants are [NH2:1][C:2]1[CH:17]=[CH:16][C:5]([C:6]([NH:8][CH2:9][CH2:10][N:11]([CH2:14][CH3:15])[CH2:12][CH3:13])=[O:7])=[C:4]([O:18][CH3:19])[CH:3]=1.[CH2:20]1[O:31][C:30]2[CH:29]=[CH:28][C:24]([C:25](Cl)=[O:26])=[CH:23][C:22]=2[O:21]1. The catalyst is C(Cl)(Cl)Cl. The product is [CH2:14]([N:11]([CH2:12][CH3:13])[CH2:10][CH2:9][NH:8][C:6]([C:5]1[C:4]([O:18][CH3:19])=[CH:3][C:2]([NH:1][C:25]([C:24]2[CH:28]=[CH:29][C:30]3[O:31][CH2:20][O:21][C:22]=3[CH:23]=2)=[O:26])=[CH:17][CH:16]=1)=[O:7])[CH3:15]. The yield is 0.670. (4) The reactants are C[O:2][C:3](=O)[C:4]1[CH:9]=[CH:8][CH:7]=[C:6]([C:10]#[N:11])[CH:5]=1.O.[NH2:14][NH2:15]. The catalyst is C(O)C. The product is [C:10]([C:6]1[CH:5]=[C:4]([CH:9]=[CH:8][CH:7]=1)[C:3]([NH:14][NH2:15])=[O:2])#[N:11]. The yield is 0.510. (5) The catalyst is CN(C)C=O.C(OCC)(=O)C. The product is [Br:1][C:2]1[N:3]=[CH:4][C:5]([N:8]([CH3:14])[C:9](=[O:11])[CH3:10])=[N:6][CH:7]=1. The reactants are [Br:1][C:2]1[N:3]=[CH:4][C:5]([NH:8][C:9](=[O:11])[CH3:10])=[N:6][CH:7]=1.[H-].[Na+].[CH3:14]I. The yield is 0.260.